This data is from Aqueous solubility values for 9,982 compounds from the AqSolDB database. The task is: Regression/Classification. Given a drug SMILES string, predict its absorption, distribution, metabolism, or excretion properties. Task type varies by dataset: regression for continuous measurements (e.g., permeability, clearance, half-life) or binary classification for categorical outcomes (e.g., BBB penetration, CYP inhibition). For this dataset (solubility_aqsoldb), we predict Y. (1) The compound is CC(CO)C1CCCCCCCCCCC1. The Y is -5.45 log mol/L. (2) The compound is CCc1cccc(C)c1Nc1ccc(Nc2c(C)cccc2CC)c2c1C(=O)c1ccccc1C2=O. The Y is -7.38 log mol/L. (3) The molecule is CC1(C)CCCC2(C)C1CCC1(C)OCCC12. The Y is -5.10 log mol/L. (4) The molecule is CCCCC(=O)OCSc1ncnc2c1ncn2COC(=O)CCCC. The Y is -4.33 log mol/L.